Dataset: Forward reaction prediction with 1.9M reactions from USPTO patents (1976-2016). Task: Predict the product of the given reaction. Given the reactants [CH3:1][C:2]1[CH:3]=[C:4]([NH:8][C:9]2[S:10][C:11]([CH2:20][OH:21])=[C:12]([C:14]3[CH:19]=[CH:18][N:17]=[CH:16][CH:15]=3)[N:13]=2)[CH:5]=[CH:6][CH:7]=1, predict the reaction product. The product is: [CH3:1][C:2]1[CH:3]=[C:4]([NH:8][C:9]2[S:10][C:11]([CH:20]=[O:21])=[C:12]([C:14]3[CH:19]=[CH:18][N:17]=[CH:16][CH:15]=3)[N:13]=2)[CH:5]=[CH:6][CH:7]=1.